Dataset: Reaction yield outcomes from USPTO patents with 853,638 reactions. Task: Predict the reaction yield, written as a fraction of the theoretical maximum amount of product (1.0 means a 100% yield; for example, 0.34 means a 34% yield). (1) The reactants are [C:1]([O:7][C:8]([CH3:11])([CH3:10])[CH3:9])(=[O:6])[CH2:2][C:3]([CH3:5])=O.[Cl:12][C:13]1[CH:20]=[CH:19][CH:18]=[CH:17][C:14]=1[CH:15]=O.[NH4+:21].[OH-:22]. The catalyst is CCO. The product is [Cl:12][C:13]1[CH:20]=[CH:19][CH:18]=[CH:17][C:14]=1[CH:15]1[C:2]([C:1]([O:7][C:8]([CH3:11])([CH3:10])[CH3:9])=[O:6])=[C:3]([CH3:5])[NH:21][C:3]([CH3:5])=[C:2]1[C:1]([O:7][C:8]([CH3:11])([CH3:10])[CH3:9])=[O:22]. The yield is 0.320. (2) The reactants are [Br:1][C:2]1[CH:6]=[N:5][N:4]([CH:7]([CH3:9])[CH3:8])[C:3]=1[C:10]1[CH:11]=[C:12]([NH2:18])[CH:13]=[CH:14][C:15]=1[O:16][CH3:17].[F:19][C:20]1[CH:21]=[C:22]([N:27]=[C:28]=[O:29])[CH:23]=[CH:24][C:25]=1[F:26]. The catalyst is C(Cl)Cl. The product is [Br:1][C:2]1[CH:6]=[N:5][N:4]([CH:7]([CH3:9])[CH3:8])[C:3]=1[C:10]1[CH:11]=[C:12]([NH:18][C:28]([NH:27][C:22]2[CH:23]=[CH:24][C:25]([F:26])=[C:20]([F:19])[CH:21]=2)=[O:29])[CH:13]=[CH:14][C:15]=1[O:16][CH3:17]. The yield is 0.800. (3) The catalyst is O.C1C=CC(P(C2C=CC=CC=2)[C-]2C=CC=C2)=CC=1.C1C=CC(P(C2C=CC=CC=2)[C-]2C=CC=C2)=CC=1.Cl[Pd]Cl.[Fe+2].O1CCOCC1. The yield is 0.790. The product is [C:19]([N:22]1[C:31]2[C:26](=[CH:27][C:28]([C:8]3[CH:7]=[N:6][N:5]([CH2:4][CH2:3][O:2][CH3:1])[CH:9]=3)=[CH:29][CH:30]=2)[C@H:25]([NH:33][C:34](=[O:43])[O:35][CH2:36][C:37]2[CH:42]=[CH:41][CH:40]=[CH:39][CH:38]=2)[C@@H:24]([CH3:44])[C@H:23]1[CH:45]1[CH2:46][CH2:47]1)(=[O:21])[CH3:20]. The reactants are [CH3:1][O:2][CH2:3][CH2:4][N:5]1[CH:9]=[C:8](B2OC(C)(C)C(C)(C)O2)[CH:7]=[N:6]1.[C:19]([N:22]1[C:31]2[C:26](=[CH:27][C:28](Br)=[CH:29][CH:30]=2)[C@H:25]([NH:33][C:34](=[O:43])[O:35][CH2:36][C:37]2[CH:42]=[CH:41][CH:40]=[CH:39][CH:38]=2)[C@@H:24]([CH3:44])[C@H:23]1[CH:45]1[CH2:47][CH2:46]1)(=[O:21])[CH3:20].C(N1C2C(=CC(Br)=CC=2)[C@H](NC(=O)OCC2C=CC=CC=2)[C@@H](C)[C@@H]1C1CC1)(=O)C.C(=O)([O-])[O-].[K+].[K+].